Dataset: Full USPTO retrosynthesis dataset with 1.9M reactions from patents (1976-2016). Task: Predict the reactants needed to synthesize the given product. (1) Given the product [CH:12]1([CH2:11][CH2:10][CH2:9][C@@H:8]([C:18]2[O:22][N:21]=[C:20]([C:23]([N:37]3[CH2:38][CH2:39][C:40]4[N:31]=[CH:32][CH:33]=[CH:34][C:35]=4[CH2:36]3)=[O:24])[N:19]=2)[CH2:7][C:6]([O:5][C:1]([CH3:3])([CH3:4])[CH3:2])=[O:28])[CH2:13][CH2:14][CH2:15][CH2:16][CH2:17]1, predict the reactants needed to synthesize it. The reactants are: [C:1]([O:5][C:6](=[O:28])[CH2:7][C@H:8]([C:18]1[O:22][N:21]=[C:20]([C:23](OCC)=[O:24])[N:19]=1)[CH2:9][CH2:10][CH2:11][CH:12]1[CH2:17][CH2:16][CH2:15][CH2:14][CH2:13]1)([CH3:4])([CH3:3])[CH3:2].Cl.Cl.[N:31]1[C:40]2[CH2:39][CH2:38][NH:37][CH2:36][C:35]=2[CH:34]=[CH:33][CH:32]=1.C(N(CC)CC)C. (2) Given the product [Cl:23][C:17]1[C:16]([CH3:24])=[C:15]([N:12]2[C@@H:13]([CH3:14])[C@H:9]([OH:8])[C:10]([CH3:27])([CH3:26])[C:11]2=[O:25])[CH:22]=[CH:21][C:18]=1[C:19]#[N:20], predict the reactants needed to synthesize it. The reactants are: [Si]([O:8][C@H:9]1[C@H:13]([CH3:14])[N:12]([C:15]2[CH:22]=[CH:21][C:18]([C:19]#[N:20])=[C:17]([Cl:23])[C:16]=2[CH3:24])[C:11](=[O:25])[C:10]1([CH3:27])[CH3:26])(C(C)(C)C)(C)C.[F-].C([N+](CCCC)(CCCC)CCCC)CCC.C1COCC1.O. (3) Given the product [CH3:13][C:10]1[N:9]=[C:8]([C:5]2[N:4]=[N:3][C:2]([N:14]3[CH2:18][CH2:17][C:16]4([C:22]5[CH:23]=[CH:24][CH:25]=[CH:26][C:21]=5[CH2:20][O:19]4)[CH2:15]3)=[CH:7][CH:6]=2)[S:12][N:11]=1, predict the reactants needed to synthesize it. The reactants are: Cl[C:2]1[N:3]=[N:4][C:5]([C:8]2[S:12][N:11]=[C:10]([CH3:13])[N:9]=2)=[CH:6][CH:7]=1.[NH:14]1[CH2:18][CH2:17][C:16]2([C:22]3[CH:23]=[CH:24][CH:25]=[CH:26][C:21]=3[CH2:20][O:19]2)[CH2:15]1.C(=O)([O-])[O-].[K+].[K+]. (4) Given the product [CH:1]1([CH2:4][O:5][C:6]2[CH:11]=[CH:10][C:9]([S:12]([CH3:15])(=[O:13])=[O:14])=[CH:8][C:7]=2[C:16]2[CH:17]=[C:30]([CH3:31])[C:24](=[O:27])[N:20]([CH2:19][CH:18]3[CH2:36][CH2:23]3)[CH:21]=2)[CH2:2][CH2:3]1, predict the reactants needed to synthesize it. The reactants are: [CH:1]1([CH2:4][O:5][C:6]2[CH:11]=[CH:10][C:9]([S:12]([CH3:15])(=[O:14])=[O:13])=[CH:8][C:7]=2[C:16]2[CH:17]=[C:18]([CH3:23])[C:19](=O)[NH:20][CH:21]=2)[CH2:3][CH2:2]1.[C:24]([O-:27])([O-])=O.[K+].[K+].[CH3:30][C:31](=O)OCC.[CH3:36]N(C=O)C. (5) Given the product [Br:14][C:9]1[C:10]([CH3:12])=[CH:11][C:2]([CH3:1])=[C:3]([CH:8]=1)[C:4]([O:6][CH3:7])=[O:5], predict the reactants needed to synthesize it. The reactants are: [CH3:1][C:2]1[CH:11]=[C:10]([CH3:12])[CH:9]=[CH:8][C:3]=1[C:4]([O:6][CH3:7])=[O:5].[Al].[Br:14]Br. (6) Given the product [CH3:28][O:1][C:2]1[C:14]2[CH2:13][O:12][C:11](=[O:15])[C:10]=2[C:9]([C:16]2[CH:21]=[CH:20][CH:19]=[CH:18][CH:17]=2)=[C:8]2[C:3]=1[CH:4]=[C:5]([O:24][CH3:25])[C:6]([O:22][CH3:23])=[CH:7]2, predict the reactants needed to synthesize it. The reactants are: [OH:1][C:2]1[C:14]2[CH2:13][O:12][C:11](=[O:15])[C:10]=2[C:9]([C:16]2[CH:21]=[CH:20][CH:19]=[CH:18][CH:17]=2)=[C:8]2[C:3]=1[CH:4]=[C:5]([O:24][CH3:25])[C:6]([O:22][CH3:23])=[CH:7]2.IC.[C:28](=O)([O-])[O-].[K+].[K+].[Cl-].[NH4+]. (7) Given the product [F:27][C:24]1[CH:25]=[CH:26][C:21]([CH2:20][O:19][C:17]([N:14]2[CH2:15][CH2:16][CH:11]([CH2:10][NH:9][C:2]3[C:7]([Cl:8])=[N:6][CH:5]=[CH:4][N:3]=3)[CH2:12][CH2:13]2)=[O:18])=[CH:22][CH:23]=1, predict the reactants needed to synthesize it. The reactants are: Cl[C:2]1[C:7]([Cl:8])=[N:6][CH:5]=[CH:4][N:3]=1.[NH2:9][CH2:10][CH:11]1[CH2:16][CH2:15][N:14]([C:17]([O:19][CH2:20][C:21]2[CH:26]=[CH:25][C:24]([F:27])=[CH:23][CH:22]=2)=[O:18])[CH2:13][CH2:12]1. (8) Given the product [Cl:6][C:7]1[C:8]([N+:17]([O-:19])=[O:18])=[C:9]([CH:13]=[C:14]([Cl:16])[CH:15]=1)[C:10]([OH:12])=[O:11], predict the reactants needed to synthesize it. The reactants are: S(=O)(=O)(O)O.[Cl:6][C:7]1[CH:8]=[C:9]([CH:13]=[C:14]([Cl:16])[CH:15]=1)[C:10]([OH:12])=[O:11].[N+:17]([O-])([OH:19])=[O:18]. (9) Given the product [Br:1][C:2]1[CH:8]=[C:7]([S:9]([CH3:12])(=[O:11])=[O:10])[CH:6]=[CH:5][C:3]=1[NH:4][C:17]1[CH:16]=[CH:15][C:14]([F:13])=[CH:19][C:18]=1[F:20], predict the reactants needed to synthesize it. The reactants are: [Br:1][C:2]1[CH:8]=[C:7]([S:9]([CH3:12])(=[O:11])=[O:10])[CH:6]=[CH:5][C:3]=1[NH2:4].[F:13][C:14]1[CH:19]=[C:18]([F:20])[CH:17]=[CH:16][C:15]=1I.CC(C1C=C(C(C)C)C(C2C=CC=CC=2P(C2CCCCC2)C2CCCCC2)=C(C(C)C)C=1)C.C(=O)([O-])[O-].[Cs+].[Cs+].